From a dataset of Reaction yield outcomes from USPTO patents with 853,638 reactions. Predict the reaction yield, written as a fraction of the theoretical maximum amount of product (1.0 means a 100% yield; for example, 0.34 means a 34% yield). (1) The reactants are [CH3:1][C:2]([CH3:23])([CH2:5][CH2:6][CH2:7][CH:8]([OH:22])[CH2:9][CH2:10][CH2:11][CH:12](O)[CH2:13][CH2:14][CH2:15][C:16]([CH3:20])([CH3:19])[CH2:17][OH:18])[CH2:3][OH:4].O.C1(C)C=CC(S(O)(=O)=O)=CC=1. The catalyst is C1(C)C=CC=CC=1. The product is [OH:18][CH2:17][C:16]([CH3:20])([CH3:19])[CH2:15][CH2:14][CH2:13][CH:12]1[O:22][CH:8]([CH2:7][CH2:6][CH2:5][C:2]([CH3:23])([CH3:1])[CH2:3][OH:4])[CH2:9][CH2:10][CH2:11]1. The yield is 0.550. (2) The product is [F:1][C:2]1[C:3]([C:13]([F:16])([F:14])[F:15])=[CH:4][CH:5]=[C:6]2[C:11]=1[C:10](=[O:12])[N:9]([C:18]1[CH:19]=[N:20][CH:21]=[CH:22][C:23]=1[C:24]([F:27])([F:26])[F:25])[CH2:8][CH2:7]2. The yield is 0.154. The reactants are [F:1][C:2]1[C:3]([C:13]([F:16])([F:15])[F:14])=[CH:4][CH:5]=[C:6]2[C:11]=1[C:10](=[O:12])[NH:9][CH2:8][CH2:7]2.Br[C:18]1[CH:19]=[N:20][CH:21]=[CH:22][C:23]=1[C:24]([F:27])([F:26])[F:25].P([O-])([O-])([O-])=O.[K+].[K+].[K+]. The catalyst is [Cu](I)I.O1CCOCC1. (3) The reactants are [Br:1][C:2]1[C:6]([N:7]([CH3:9])[CH3:8])=[C:5](Br)[S:4][C:3]=1[C:11]([O:13][CH2:14][CH3:15])=[O:12].C(O)C.[Cl:19][C:20]1[CH:25]=[CH:24][C:23](B(O)O)=[CH:22][CH:21]=1.C(=O)([O-])[O-].[K+].[K+]. The catalyst is C1(C)C=CC=CC=1.C1C=CC([P]([Pd]([P](C2C=CC=CC=2)(C2C=CC=CC=2)C2C=CC=CC=2)([P](C2C=CC=CC=2)(C2C=CC=CC=2)C2C=CC=CC=2)[P](C2C=CC=CC=2)(C2C=CC=CC=2)C2C=CC=CC=2)(C2C=CC=CC=2)C2C=CC=CC=2)=CC=1. The product is [Br:1][C:2]1[C:6]([N:7]([CH3:9])[CH3:8])=[C:5]([C:23]2[CH:24]=[CH:25][C:20]([Cl:19])=[CH:21][CH:22]=2)[S:4][C:3]=1[C:11]([O:13][CH2:14][CH3:15])=[O:12]. The yield is 0.766. (4) The product is [I:21][C:14]1[CH:13]=[C:12]2[C:3]([NH:4][C:5]3[C:6]([C:17]([O:19][CH3:20])=[O:18])=[CH:7][CH:8]=[CH:9][C:10]=3[C:11]2=[O:16])=[CH:2][CH:15]=1. The yield is 0.600. The catalyst is ClCCl. The reactants are I[C:2]1[CH:15]=[CH:14][CH:13]=[C:12]2[C:3]=1[NH:4][C:5]1[C:6]([C:17]([O:19][CH3:20])=[O:18])=[CH:7][CH:8]=[CH:9][C:10]=1[C:11]2=[O:16].[I:21]C1C=C2C(NC3C(C(O)=O)=CC=CC=3C2=O)=CC=1.[K+].[Br-].IC1C=C2C(=CC=1)N=C(C(OCC)=O)C=C2.IC1C=C2C(=CC=1)N=C(C(OCC)=O)C=N2.C(N(CC)CCNC(C1C(=O)C2C(=CC=C(I)C=2)NC=1)=O)C. (5) The reactants are O[C@@H:2]([C:22]([CH3:25])([CH3:24])[CH3:23])[C@@H:3]([NH:7][C:8]([O:10][CH2:11][CH2:12][CH2:13][CH2:14][CH2:15][C:16]1[CH:21]=[CH:20][CH:19]=[CH:18][CH:17]=1)=[O:9])[C:4]([OH:6])=[O:5].CCN(CC)CC.CN(C(ON1N=NC2C=CC=CC1=2)=[N+](C)C)C.[B-](F)(F)(F)F. The catalyst is C(Cl)Cl. The product is [C:16]1([CH2:15][CH2:14][CH2:13][CH2:12][CH2:11][O:10][C:8](=[O:9])[NH:7][C@H:3]2[C:4](=[O:6])[O:5][C@H:2]2[C:22]([CH3:25])([CH3:24])[CH3:23])[CH:21]=[CH:20][CH:19]=[CH:18][CH:17]=1. The yield is 0.380. (6) The product is [O:39]=[S:2]1(=[O:1])[CH2:7][CH2:6][CH:5]([O:8][C:9]2[CH:14]=[C:13]([CH3:15])[C:12]([C:16]3[CH:21]=[CH:20][CH:19]=[C:18]([CH2:22][O:23][C:24]4[CH:37]=[CH:36][C:27]5[C@H:28]([CH2:31][C:32]([OH:34])=[O:33])[CH2:29][O:30][C:26]=5[CH:25]=4)[CH:17]=3)=[C:11]([CH3:38])[CH:10]=2)[CH2:4][CH2:3]1. The reactants are [O:1]=[S:2]1(=[O:39])[CH2:7][CH2:6][CH:5]([O:8][C:9]2[CH:14]=[C:13]([CH3:15])[C:12]([C:16]3[CH:21]=[CH:20][CH:19]=[C:18]([CH2:22][O:23][C:24]4[CH:37]=[CH:36][C:27]5[C@H:28]([CH2:31][C:32]([O:34]C)=[O:33])[CH2:29][O:30][C:26]=5[CH:25]=4)[CH:17]=3)=[C:11]([CH3:38])[CH:10]=2)[CH2:4][CH2:3]1.CO.[OH-].[Na+].Cl. The yield is 0.850. The catalyst is O.O1CCCC1. (7) The reactants are [CH3:1][O:2][C:3]1[N:8]=[CH:7][C:6]([NH:9][C:10]2[C:17]([C:18]3[N:26]=[C:25]([CH3:27])[N:24]=[C:23]4[C:19]=3[N:20]=[CH:21][N:22]4C3CCCCO3)=[CH:16][C:13]([CH:14]=O)=[CH:12][N:11]=2)=[CH:5][CH:4]=1.[NH2:34][CH2:35][C:36]1[CH:37]=[N:38][CH:39]=[CH:40][CH:41]=1.[BH4-].[Na+].Cl.C(O)(C(F)(F)F)=O. The catalyst is ClCCl.C(O)C.CO.C(O[Ti](OC(C)C)(OC(C)C)OC(C)C)(C)C. The product is [CH3:1][O:2][C:3]1[N:8]=[CH:7][C:6]([NH:9][C:10]2[C:17]([C:18]3[N:26]=[C:25]([CH3:27])[N:24]=[C:23]4[C:19]=3[N:20]=[CH:21][NH:22]4)=[CH:16][C:13]([CH2:14][NH:34][CH2:35][C:36]3[CH:37]=[N:38][CH:39]=[CH:40][CH:41]=3)=[CH:12][N:11]=2)=[CH:5][CH:4]=1. The yield is 0.810. (8) The reactants are Br[CH2:2][C:3]1[CH:8]=[CH:7][C:6]([C:9]([N:11]2[CH2:15][CH2:14][CH2:13][CH2:12]2)=[O:10])=[CH:5][CH:4]=1.[F:16][C:17]([F:28])([F:27])[C:18]1[C:26]2[CH2:25][CH2:24][CH2:23][CH2:22][C:21]=2[NH:20][N:19]=1.C(=O)([O-])[O-].[K+].[K+]. The catalyst is CN(C)C=O. The product is [N:11]1([C:9]([C:6]2[CH:7]=[CH:8][C:3]([CH2:2][N:20]3[C:21]4[CH2:22][CH2:23][CH2:24][CH2:25][C:26]=4[C:18]([C:17]([F:16])([F:28])[F:27])=[N:19]3)=[CH:4][CH:5]=2)=[O:10])[CH2:15][CH2:14][CH2:13][CH2:12]1. The yield is 0.540.